This data is from NCI-60 drug combinations with 297,098 pairs across 59 cell lines. The task is: Regression. Given two drug SMILES strings and cell line genomic features, predict the synergy score measuring deviation from expected non-interaction effect. (1) Cell line: EKVX. Drug 2: CC12CCC3C(C1CCC2O)C(CC4=C3C=CC(=C4)O)CCCCCCCCCS(=O)CCCC(C(F)(F)F)(F)F. Drug 1: C1=NC2=C(N1)C(=S)N=C(N2)N. Synergy scores: CSS=27.6, Synergy_ZIP=-8.36, Synergy_Bliss=-2.87, Synergy_Loewe=-4.40, Synergy_HSA=-1.43. (2) Drug 1: CC1=C2C(C(=O)C3(C(CC4C(C3C(C(C2(C)C)(CC1OC(=O)C(C(C5=CC=CC=C5)NC(=O)OC(C)(C)C)O)O)OC(=O)C6=CC=CC=C6)(CO4)OC(=O)C)O)C)O. Drug 2: C1CC(=O)NC(=O)C1N2C(=O)C3=CC=CC=C3C2=O. Cell line: RPMI-8226. Synergy scores: CSS=63.0, Synergy_ZIP=-2.72, Synergy_Bliss=-5.37, Synergy_Loewe=-62.2, Synergy_HSA=-7.41.